Dataset: Reaction yield outcomes from USPTO patents with 853,638 reactions. Task: Predict the reaction yield, written as a fraction of the theoretical maximum amount of product (1.0 means a 100% yield; for example, 0.34 means a 34% yield). (1) The reactants are [CH3:1][Si:2]([C:5]#[CH:6])([CH3:4])[CH3:3].C([Li])CCC.[CH2:12]([O:14][C:15](=[O:27])[CH2:16][O:17][C:18]1[CH:23]=[CH:22][C:21]([Br:24])=[CH:20][C:19]=1[CH:25]=[O:26])[CH3:13].[NH4+].[Cl-]. The catalyst is C1COCC1.CCOCC. The product is [CH2:12]([O:14][C:15](=[O:27])[CH2:16][O:17][C:18]1[CH:23]=[CH:22][C:21]([Br:24])=[CH:20][C:19]=1[CH:25]([OH:26])[C:6]#[C:5][Si:2]([CH3:4])([CH3:3])[CH3:1])[CH3:13]. The yield is 0.540. (2) The reactants are [F:1][C:2]1[CH:7]=[CH:6][C:5]([C:8](=[O:15])[CH2:9][C:10]([O:12][CH2:13][CH3:14])=[O:11])=[CH:4][CH:3]=1.[Br:16][C:17]1[CH:22]=[CH:21][C:20](O)=[CH:19][CH:18]=1.C(OOC(C)(C)C)(C)(C)C. The catalyst is ClCCCl. The product is [Br:16][C:17]1[CH:18]=[CH:19][C:20]2[O:15][C:8]([C:5]3[CH:4]=[CH:3][C:2]([F:1])=[CH:7][CH:6]=3)=[C:9]([C:10]([O:12][CH2:13][CH3:14])=[O:11])[C:21]=2[CH:22]=1. The yield is 0.143. (3) The reactants are C([O:8][N:9]1[C:15](=[O:16])[N:14]2[CH2:17][C@H:10]1[CH2:11][CH2:12][C@H:13]2[C:18]1[CH:22]=[C:21]([CH2:23][NH:24][C:25](=[O:31])[O:26][C:27]([CH3:30])([CH3:29])[CH3:28])[O:20][N:19]=1)C1C=CC=CC=1. The catalyst is C1COCC1.[Pd]. The product is [C:27]([O:26][C:25](=[O:31])[NH:24][CH2:23][C:21]1[O:20][N:19]=[C:18]([C@@H:13]2[CH2:12][CH2:11][C@@H:10]3[CH2:17][N:14]2[C:15](=[O:16])[N:9]3[OH:8])[CH:22]=1)([CH3:30])([CH3:28])[CH3:29]. The yield is 0.990.